Dataset: Reaction yield outcomes from USPTO patents with 853,638 reactions. Task: Predict the reaction yield, written as a fraction of the theoretical maximum amount of product (1.0 means a 100% yield; for example, 0.34 means a 34% yield). (1) The reactants are P(=O)(O)(O)O.[Br:6][C:7]1[CH:12]=[CH:11][C:10]([O:13][CH2:14][CH:15](OCC)OCC)=[CH:9][CH:8]=1. The catalyst is ClC1C=CC=CC=1. The product is [Br:6][C:7]1[CH:8]=[CH:9][C:10]2[O:13][CH:14]=[CH:15][C:11]=2[CH:12]=1. The yield is 0.500. (2) The product is [C:13]([C:11]1[CH:12]=[C:7]([C:5]2[C:4]([C:3]([NH:2][CH3:1])=[O:22])=[CH:23][N:35]=[C:32]([CH3:33])[N:34]=2)[CH:8]=[C:9]([C:18]([CH3:19])([CH3:21])[CH3:20])[C:10]=1[OH:17])([CH3:15])([CH3:14])[CH3:16]. The reactants are [CH3:1][NH:2][C:3](=[O:22])[CH2:4][C:5]([C:7]1[CH:12]=[C:11]([C:13]([CH3:16])([CH3:15])[CH3:14])[C:10]([OH:17])=[C:9]([C:18]([CH3:21])([CH3:20])[CH3:19])[CH:8]=1)=O.[CH3:23]OC(OC)N(C)C.Cl.[C:32]([NH2:35])(=[NH:34])[CH3:33].CC(C)([O-])C.[K+].P([O-])(O)(O)=O.[K+]. The yield is 0.700. The catalyst is C(OCC)(=O)C.O.CC(O)C.C1(C)C=CC=CC=1. (3) The reactants are Cl[C:2]1[CH:7]=[CH:6][N:5]2[N:8]=[CH:9][C:10]([C:11]([O:13][CH2:14][CH3:15])=[O:12])=[C:4]2[N:3]=1.[F:16][C:17]([F:25])([F:24])[CH:18]1[CH2:23][CH2:22][CH2:21][CH2:20][NH:19]1. No catalyst specified. The product is [F:16][C:17]([F:25])([F:24])[CH:18]1[CH2:23][CH2:22][CH2:21][CH2:20][N:19]1[C:2]1[CH:7]=[CH:6][N:5]2[N:8]=[CH:9][C:10]([C:11]([O:13][CH2:14][CH3:15])=[O:12])=[C:4]2[N:3]=1. The yield is 0.630.